From a dataset of Forward reaction prediction with 1.9M reactions from USPTO patents (1976-2016). Predict the product of the given reaction. (1) Given the reactants [C:1]([NH:4][C:5]1[CH:10]=[CH:9][C:8]([S:11][C:12]2[N:17]=[C:16]([NH:18][C:19]3[NH:20][N:21]=[C:22]([CH3:24])[CH:23]=3)[CH:15]=[C:14]([C:25]3[CH:30]=[CH:29][C:28]([O:31]C)=[CH:27][CH:26]=3)[N:13]=2)=[CH:7][CH:6]=1)(=[O:3])[CH3:2].B(Br)(Br)Br, predict the reaction product. The product is: [C:1]([NH:4][C:5]1[CH:6]=[CH:7][C:8]([S:11][C:12]2[N:17]=[C:16]([NH:18][C:19]3[NH:20][N:21]=[C:22]([CH3:24])[CH:23]=3)[CH:15]=[C:14]([C:25]3[CH:26]=[CH:27][C:28]([OH:31])=[CH:29][CH:30]=3)[N:13]=2)=[CH:9][CH:10]=1)(=[O:3])[CH3:2]. (2) The product is: [C:1]([O:5][C:6]([N:8]1[CH2:13][CH2:12][N:11]([C:14]2[CH:22]=[CH:21][CH:20]=[C:19]3[C:15]=2[C:16]([OH:32])([CH3:33])[C:17](=[O:31])[N:18]3[CH2:23][C:24]2[CH:29]=[CH:28][CH:27]=[C:26]([F:30])[CH:25]=2)[CH2:10][CH2:9]1)=[O:7])([CH3:4])([CH3:2])[CH3:3]. Given the reactants [C:1]([O:5][C:6]([N:8]1[CH2:13][CH2:12][N:11]([C:14]2[CH:22]=[CH:21][CH:20]=[C:19]3[C:15]=2[C:16](=[O:32])[C:17](=[O:31])[N:18]3[CH2:23][C:24]2[CH:29]=[CH:28][CH:27]=[C:26]([F:30])[CH:25]=2)[CH2:10][CH2:9]1)=[O:7])([CH3:4])([CH3:3])[CH3:2].[CH3:33][Li], predict the reaction product. (3) Given the reactants C(Cl)(=O)C([Cl:4])=O.CS(C)=O.[C:11]1(C)[CH:16]=[CH:15][CH:14]=[C:13]([N:17]2[N:21]=[N:20][C:19]([CH2:22][OH:23])=[N:18]2)[CH:12]=1.CCN(CC)CC, predict the reaction product. The product is: [Cl:4][C:11]1[CH:12]=[C:13]([N:17]2[N:21]=[N:20][C:19]([CH:22]=[O:23])=[N:18]2)[CH:14]=[CH:15][CH:16]=1. (4) Given the reactants Cl[C:2]1[N:7]=[C:6]([C:8]([O:10][CH3:11])=[O:9])[C:5]([N+:12]([O-])=O)=[C:4]([C:15]([CH3:17])=[CH2:16])[N:3]=1, predict the reaction product. The product is: [NH2:12][C:5]1[C:6]([C:8]([O:10][CH3:11])=[O:9])=[N:7][CH:2]=[N:3][C:4]=1[CH:15]([CH3:17])[CH3:16]. (5) Given the reactants [CH:1]1[C:10]2[C:5](=[CH:6][CH:7]=[CH:8][CH:9]=2)[CH:4]=[CH:3][C:2]=1[S:11](Cl)(=[O:13])=[O:12].[N:15]1([C:21]2[CH:22]=[CH:23][C:24]3[N:25]([C:27]([C:30]([F:33])([F:32])[F:31])=[N:28][N:29]=3)[N:26]=2)[CH2:20][CH2:19][NH:18][CH2:17][CH2:16]1, predict the reaction product. The product is: [CH:1]1[C:10]2[C:5](=[CH:6][CH:7]=[CH:8][CH:9]=2)[CH:4]=[CH:3][C:2]=1[S:11]([N:18]1[CH2:17][CH2:16][N:15]([C:21]2[CH:22]=[CH:23][C:24]3[N:25]([C:27]([C:30]([F:31])([F:32])[F:33])=[N:28][N:29]=3)[N:26]=2)[CH2:20][CH2:19]1)(=[O:13])=[O:12]. (6) Given the reactants [N:1]1([CH2:7][CH2:8][NH:9][C:10]2[C:19]([F:20])=[CH:18][CH:17]=[CH:16][C:11]=2[C:12](OC)=[O:13])[CH2:6][CH2:5][CH2:4][CH2:3][CH2:2]1.[H-].[H-].[H-].[H-].[Li+].[Al+3].[F-].[Na+].O, predict the reaction product. The product is: [N:1]1([CH2:7][CH2:8][NH:9][C:10]2[C:19]([F:20])=[CH:18][CH:17]=[CH:16][C:11]=2[CH2:12][OH:13])[CH2:6][CH2:5][CH2:4][CH2:3][CH2:2]1.